This data is from Peptide-MHC class II binding affinity with 134,281 pairs from IEDB. The task is: Regression. Given a peptide amino acid sequence and an MHC pseudo amino acid sequence, predict their binding affinity value. This is MHC class II binding data. (1) The peptide sequence is LSPISNMVSMANNHM. The MHC is DRB1_1001 with pseudo-sequence DRB1_1001. The binding affinity (normalized) is 0.674. (2) The binding affinity (normalized) is 0.461. The peptide sequence is EKKDFAATQFEPLAA. The MHC is HLA-DQA10301-DQB10302 with pseudo-sequence HLA-DQA10301-DQB10302.